This data is from Catalyst prediction with 721,799 reactions and 888 catalyst types from USPTO. The task is: Predict which catalyst facilitates the given reaction. (1) Reactant: [CH2:1]([NH:3][S:4]([C:7]1[C:8]([F:17])=[CH:9][C:10]([F:16])=[C:11]([CH:15]=1)[C:12]([OH:14])=O)(=[O:6])=[O:5])[CH3:2].C(Cl)CCl.C1C=CC2N(O)N=NC=2C=1.[CH:32]1([C:37]2[S:41][C:40]([NH2:42])=[N:39][N:38]=2)[CH2:36][CH2:35][CH2:34][CH2:33]1. Product: [CH:32]1([C:37]2[S:41][C:40]([NH:42][C:12](=[O:14])[C:11]3[CH:15]=[C:7]([S:4]([NH:3][CH2:1][CH3:2])(=[O:5])=[O:6])[C:8]([F:17])=[CH:9][C:10]=3[F:16])=[N:39][N:38]=2)[CH2:33][CH2:34][CH2:35][CH2:36]1. The catalyst class is: 204. (2) Reactant: [I:1][C:2]1[CH:3]=[C:4]2[C:9](=[CH:10][CH:11]=1)[N:8]=[CH:7][NH:6][C:5]2=O.O=S(Cl)[Cl:15]. Product: [Cl:15][C:5]1[C:4]2[C:9](=[CH:10][CH:11]=[C:2]([I:1])[CH:3]=2)[N:8]=[CH:7][N:6]=1. The catalyst class is: 3. (3) Reactant: [CH2:1]([NH:3][CH2:4][CH3:5])[CH3:2].[CH2:6]1[CH:10]([CH2:11][CH2:12][CH2:13][CH2:14][C:15]([OH:17])=[O:16])[S:9][S:8][CH2:7]1. Product: [CH2:1]([NH:3][CH2:4][CH3:5])[CH3:2].[CH2:6]1[C@@H:10]([CH2:11][CH2:12][CH2:13][CH2:14][C:15]([OH:17])=[O:16])[S:9][S:8][CH2:7]1. The catalyst class is: 6. (4) Reactant: [F:1][C:2]1[CH:3]=[C:4]([S:12](Cl)(=[O:14])=[O:13])[CH:5]=[CH:6][C:7]=1[O:8][CH:9]([CH3:11])[CH3:10].[CH3:16][C:17]1[CH:21]=[C:20]([NH2:22])[N:19]([C:23]2[CH:32]=[CH:31][CH:30]=[C:29]3[C:24]=2[CH:25]=[CH:26][CH:27]=[N:28]3)[N:18]=1. Product: [F:1][C:2]1[CH:3]=[C:4]([S:12]([NH:22][C:20]2[N:19]([C:23]3[CH:32]=[CH:31][CH:30]=[C:29]4[C:24]=3[CH:25]=[CH:26][CH:27]=[N:28]4)[N:18]=[C:17]([CH3:16])[CH:21]=2)(=[O:14])=[O:13])[CH:5]=[CH:6][C:7]=1[O:8][CH:9]([CH3:11])[CH3:10]. The catalyst class is: 377. (5) Reactant: C(OCC)(=O)C.[F:7][C:8]1[CH:9]=[C:10]([CH:14]=[C:15]([F:19])[C:16]=1[O:17][CH3:18])[C:11](Cl)=[O:12].[CH3:20][CH:21]([NH2:25])[CH:22]([CH3:24])[CH3:23]. Product: [CH3:20][CH:21]([NH:25][C:11](=[O:12])[C:10]1[CH:9]=[C:8]([F:7])[C:16]([O:17][CH3:18])=[C:15]([F:19])[CH:14]=1)[CH:22]([CH3:24])[CH3:23]. The catalyst class is: 66. (6) Reactant: [CH2:1]1[CH2:30][O:29][C:3]2([CH2:20][CH2:19][C@:18]34[O:21][C@:5]3([CH2:6][CH2:7][C@@H:8]3[C:17]4=[CH:16][CH2:15][C@@:13]4([CH3:14])[C@H:9]3[CH2:10][CH2:11][C@@:12]4([OH:28])CC(F)=C(F)F)[CH2:4]2)[O:2]1.C1COC2(CCC3C4[C@H]([C@H]5[C@@](CC=4)(C)[C@](O)([C:51]([F:57])([F:56])[C:52]([F:55])([F:54])[F:53])CC5)CCC=3C2)O1.OO.FC(F)(F)C(C(F)(F)F)=O. Product: [CH2:1]1[CH2:30][O:29][C:3]2([CH2:20][CH2:19][C@:18]34[O:21][C@:5]3([CH2:6][CH2:7][C@@H:8]3[C:17]4=[CH:16][CH2:15][C@@:13]4([CH3:14])[C@H:9]3[CH2:10][CH2:11][C@@:12]4([OH:28])[C:51]([F:57])([F:56])[C:52]([F:55])([F:54])[F:53])[CH2:4]2)[O:2]1. The catalyst class is: 4.